From a dataset of Full USPTO retrosynthesis dataset with 1.9M reactions from patents (1976-2016). Predict the reactants needed to synthesize the given product. Given the product [CH:23]([O:26][C:14](=[S:15])[NH:13][C:7]1[CH:8]=[C:9]([F:12])[CH:10]=[CH:11][C:6]=1[O:5][C:1]([CH3:4])([CH3:2])[CH3:3])([CH3:25])[CH3:24], predict the reactants needed to synthesize it. The reactants are: [C:1]([O:5][C:6]1[CH:11]=[CH:10][C:9]([F:12])=[CH:8][C:7]=1[N:13]=[C:14]=[S:15])([CH3:4])([CH3:3])[CH3:2].C(N(CC)CC)C.[CH:23]([OH:26])([CH3:25])[CH3:24].